The task is: Predict the reactants needed to synthesize the given product.. This data is from Full USPTO retrosynthesis dataset with 1.9M reactions from patents (1976-2016). (1) Given the product [Cl:1][C:2]1[CH:3]=[C:4]([NH:8][C:9]2[C:18]3[C:13](=[CH:14][N:15]=[CH:16][CH:17]=3)[C:12]3=[CH:19][CH:20]=[CH:21][C:22]([C:23]#[N:25])=[C:11]3[N:10]=2)[CH:5]=[CH:6][CH:7]=1, predict the reactants needed to synthesize it. The reactants are: [Cl:1][C:2]1[CH:3]=[C:4]([NH:8][C:9]2[C:18]3[C:13](=[CH:14][N:15]=[CH:16][CH:17]=3)[C:12]3=[CH:19][CH:20]=[CH:21][C:22]([C:23]([NH2:25])=O)=[C:11]3[N:10]=2)[CH:5]=[CH:6][CH:7]=1.[Cl-].[Na+].P(Cl)(Cl)(Cl)=O. (2) Given the product [CH:1]1([O:6][CH:7]([C:11]2[CH:16]=[CH:15][C:14]([Cl:17])=[C:13]([Cl:18])[CH:12]=2)[C:8]([NH:10][C:21]([NH:20][CH3:19])=[O:22])=[O:9])[CH2:5][CH2:4][CH2:3][CH2:2]1, predict the reactants needed to synthesize it. The reactants are: [CH:1]1([O:6][CH:7]([C:11]2[CH:16]=[CH:15][C:14]([Cl:17])=[C:13]([Cl:18])[CH:12]=2)[C:8]([NH2:10])=[O:9])[CH2:5][CH2:4][CH2:3][CH2:2]1.[CH3:19][N:20]=[C:21]=[O:22]. (3) The reactants are: [Br:1][C:2]1[S:3][CH:4]=[C:5]([C:7]([OH:9])=O)[N:6]=1.[NH2:10][C@@H:11]([CH3:28])[CH2:12][N:13]1[CH:17]=[CH:16][C:15]([C:18]2[CH:25]=[CH:24][C:21]([C:22]#[N:23])=[C:20]([Cl:26])[C:19]=2[CH3:27])=[N:14]1. Given the product [Br:1][C:2]1[S:3][CH:4]=[C:5]([C:7]([NH:10][C@@H:11]([CH3:28])[CH2:12][N:13]2[CH:17]=[CH:16][C:15]([C:18]3[CH:25]=[CH:24][C:21]([C:22]#[N:23])=[C:20]([Cl:26])[C:19]=3[CH3:27])=[N:14]2)=[O:9])[N:6]=1, predict the reactants needed to synthesize it. (4) Given the product [CH3:1][C@H:2]1[CH2:7][N:6]([CH:8]2[CH2:11][O:10][CH2:9]2)[C@H:5]([CH3:12])[CH2:4][N:3]1[C:13]1[CH:14]=[CH:15][C:16]([NH:19][C:20]2[C:21](=[O:36])[N:22]([CH3:35])[CH:23]=[C:24]([C:38]3[C:43]([CH:44]=[O:45])=[C:42]([N:46]4[CH2:59][CH2:58][N:49]5[C:50]6[CH2:51][CH2:52][CH2:53][CH2:54][C:55]=6[C:56]([F:57])=[C:48]5[C:47]4=[O:60])[N:41]=[CH:40][CH:39]=3)[CH:25]=2)=[N:17][CH:18]=1, predict the reactants needed to synthesize it. The reactants are: [CH3:1][C@H:2]1[CH2:7][N:6]([CH:8]2[CH2:11][O:10][CH2:9]2)[C@H:5]([CH3:12])[CH2:4][N:3]1[C:13]1[CH:14]=[CH:15][C:16]([NH:19][C:20]2[C:21](=[O:36])[N:22]([CH3:35])[CH:23]=[C:24](B3OC(C)(C)C(C)(C)O3)[CH:25]=2)=[N:17][CH:18]=1.Cl[C:38]1[C:43]([CH:44]=[O:45])=[C:42]([N:46]2[CH2:59][CH2:58][N:49]3[C:50]4[CH2:51][CH2:52][CH2:53][CH2:54][C:55]=4[C:56]([F:57])=[C:48]3[C:47]2=[O:60])[N:41]=[CH:40][CH:39]=1.[O-]P([O-])([O-])=O.[K+].[K+].[K+].C([O-])(=O)C.[Na+]. (5) The reactants are: [N:1]1[CH:6]=[CH:5][CH:4]=[CH:3][C:2]=1[N:7]1[CH2:12][CH2:11][NH:10][CH2:9][CH2:8]1.[F:13][C:14]1[CH:19]=[CH:18][C:17]([S:20]([N:23]2[CH2:28][CH2:27][CH:26]([CH2:29]OS(C3C=CC(F)=CC=3)(=O)=O)[CH2:25][CH2:24]2)(=[O:22])=[O:21])=[CH:16][CH:15]=1. Given the product [F:13][C:14]1[CH:15]=[CH:16][C:17]([S:20]([N:23]2[CH2:28][CH2:27][CH:26]([CH2:29][N:10]3[CH2:9][CH2:8][N:7]([C:2]4[CH:3]=[CH:4][CH:5]=[CH:6][N:1]=4)[CH2:12][CH2:11]3)[CH2:25][CH2:24]2)(=[O:21])=[O:22])=[CH:18][CH:19]=1, predict the reactants needed to synthesize it.